Dataset: Forward reaction prediction with 1.9M reactions from USPTO patents (1976-2016). Task: Predict the product of the given reaction. (1) Given the reactants [K+].[Br:2][C:3]1[N:4]=[CH:5][CH:6]=[C:7]2[C:11]=1[NH:10][CH:9]=[C:8]2[C:12](=[O:16])[C:13]([O-:15])=O.[C:17]([N:25]1[CH2:30][CH2:29][NH:28][CH2:27][CH2:26]1)(=[O:24])[C:18]1[CH:23]=[CH:22][CH:21]=[CH:20][CH:19]=1, predict the reaction product. The product is: [C:17]([N:25]1[CH2:30][CH2:29][N:28]([C:13](=[O:15])[C:12]([C:8]2[C:7]3[C:11](=[C:3]([Br:2])[N:4]=[CH:5][CH:6]=3)[NH:10][CH:9]=2)=[O:16])[CH2:27][CH2:26]1)(=[O:24])[C:18]1[CH:23]=[CH:22][CH:21]=[CH:20][CH:19]=1. (2) Given the reactants Cl[C:2]1[N:7]=[C:6]([O:8][C@@H:9]([C@H:11]2[CH2:15][NH:14][C:13](=[O:16])[CH2:12]2)[CH3:10])[C:5]2=[CH:17][N:18]([CH3:20])[N:19]=[C:4]2[CH:3]=1.[CH3:21][O:22][C:23]1[CH:24]=[C:25](B(O)O)[CH:26]=[CH:27][C:28]=1[O:29][CH3:30].C(=O)([O-])[O-].[Na+].[Na+], predict the reaction product. The product is: [CH3:21][O:22][C:23]1[CH:24]=[C:25]([C:2]2[N:7]=[C:6]([O:8][C@@H:9]([C@H:11]3[CH2:15][NH:14][C:13](=[O:16])[CH2:12]3)[CH3:10])[C:5]3=[CH:17][N:18]([CH3:20])[N:19]=[C:4]3[CH:3]=2)[CH:26]=[CH:27][C:28]=1[O:29][CH3:30]. (3) Given the reactants [CH3:1][N:2]1[CH2:6][CH2:5][CH:4]2[CH2:7][N:8]([C:10]3[CH:15]=[CH:14][C:13]([NH2:16])=[CH:12][CH:11]=3)[CH2:9][CH:3]12.[C:17]([N:24]1[CH:28]=[CH:27]N=[CH:25]1)(N1C=CN=C1)=[O:18].[Cl:29][C:30]1[CH:35]=[CH:34][C:33]([CH:36]2CCNC[CH2:37]2)=[CH:32][CH:31]=1, predict the reaction product. The product is: [CH3:1][N:2]1[CH2:6][CH2:5][CH:4]2[CH2:7][N:8]([C:10]3[CH:15]=[CH:14][C:13]([NH:16][C:17]([N:24]4[CH2:25][CH2:37][CH:36]([C:33]5[CH:34]=[CH:35][C:30]([Cl:29])=[CH:31][CH:32]=5)[CH2:27][CH2:28]4)=[O:18])=[CH:12][CH:11]=3)[CH2:9][CH:3]12. (4) Given the reactants [Cl:1][C:2]1[CH:7]=[C:6]([C:8]([F:11])([F:10])[F:9])[CH:5]=[C:4]([Cl:12])[C:3]=1[NH:13][NH2:14].N1C(C)=CC=CC=1C.Cl/[C:24](=[CH:27]/[C:28]#[N:29])/[C:25]#[N:26].Cl/C(=C\C#N)/C#N, predict the reaction product. The product is: [NH2:29][C:28]1[N:13]([C:3]2[C:2]([Cl:1])=[CH:7][C:6]([C:8]([F:9])([F:11])[F:10])=[CH:5][C:4]=2[Cl:12])[N:14]=[C:24]([C:25]#[N:26])[CH:27]=1.